From a dataset of Full USPTO retrosynthesis dataset with 1.9M reactions from patents (1976-2016). Predict the reactants needed to synthesize the given product. Given the product [NH2:29][CH:21]([C:22]1[CH:23]=[CH:24][C:25]([CH3:28])=[CH:26][CH:27]=1)[CH2:20][C:19]([OH:30])=[O:18], predict the reactants needed to synthesize it. The reactants are: P([O-])([O-])([O-])=O.[K+].[K+].[K+].COC(C)(C)C.C([O:18][C:19](=[O:30])[CH2:20][CH:21]([NH2:29])[C:22]1[CH:27]=[CH:26][C:25]([CH3:28])=[CH:24][CH:23]=1)CC.